From a dataset of Forward reaction prediction with 1.9M reactions from USPTO patents (1976-2016). Predict the product of the given reaction. (1) Given the reactants [NH2:1][CH2:2][C:3]1[CH:4]=[C:5]([C:9]2[CH:14]=[CH:13][C:12]([N:15]3[CH2:19][C@H:18]([CH2:20][NH:21][C:22](=[O:24])[CH3:23])[O:17][C:16]3=[O:25])=[CH:11][C:10]=2[F:26])[CH:6]=[CH:7][CH:8]=1.CCN(C(C)C)C(C)C.Br[CH2:37][C:38]([NH2:40])=[O:39], predict the reaction product. The product is: [C:22]([NH:21][CH2:20][C@@H:18]1[O:17][C:16](=[O:25])[N:15]([C:12]2[CH:13]=[CH:14][C:9]([C:5]3[CH:6]=[CH:7][CH:8]=[C:3]([CH2:2][NH:1][CH2:37][C:38]([NH2:40])=[O:39])[CH:4]=3)=[C:10]([F:26])[CH:11]=2)[CH2:19]1)(=[O:24])[CH3:23]. (2) The product is: [NH2:25][C:22]1[O:23][CH2:24][C@:20]2([C:19]3[C:14](=[N:15][CH:16]=[C:17]([C:26]4[CH:31]=[CH:30][C:29]([CH3:32])=[CH:28][CH:27]=4)[CH:18]=3)[O:13][C:10]3[C:9]2=[CH:8][C:7]([C:51]#[C:50][C:48]([CH3:49])([OH:52])[CH3:47])=[CH:12][CH:11]=3)[N:21]=1. Given the reactants FC(F)(F)S(O[C:7]1[CH:8]=[C:9]2[C@@:20]3([CH2:24][O:23][C:22]([NH2:25])=[N:21]3)[C:19]3[C:14](=[N:15][CH:16]=[C:17]([C:26]4[CH:31]=[CH:30][C:29]([CH3:32])=[CH:28][CH:27]=4)[CH:18]=3)[O:13][C:10]2=[CH:11][CH:12]=1)(=O)=O.CN(C=O)C.C(NC(C)C)(C)C.[CH3:47][C:48]([OH:52])([C:50]#[CH:51])[CH3:49], predict the reaction product.